From a dataset of Full USPTO retrosynthesis dataset with 1.9M reactions from patents (1976-2016). Predict the reactants needed to synthesize the given product. (1) Given the product [N:23]1([C:28]2[CH:35]=[CH:34][C:31]([CH2:32][N:10]3[CH2:11][CH2:12][C:7]([N:13]([C:17]4[CH:18]=[CH:19][CH:20]=[CH:21][CH:22]=4)[C:14](=[O:16])[CH3:15])([C:4]4[S:5][CH:6]=[C:2]([CH3:1])[N:3]=4)[CH2:8][CH2:9]3)=[CH:30][CH:29]=2)[CH:27]=[CH:26][N:25]=[CH:24]1, predict the reactants needed to synthesize it. The reactants are: [CH3:1][C:2]1[N:3]=[C:4]([C:7]2([N:13]([C:17]3[CH:22]=[CH:21][CH:20]=[CH:19][CH:18]=3)[C:14](=[O:16])[CH3:15])[CH2:12][CH2:11][NH:10][CH2:9][CH2:8]2)[S:5][CH:6]=1.[N:23]1([C:28]2[CH:35]=[CH:34][C:31]([CH:32]=O)=[CH:30][CH:29]=2)[CH:27]=[CH:26][N:25]=[CH:24]1.C(O[BH-](OC(=O)C)OC(=O)C)(=O)C.[Na+].C(OCC)(=O)C. (2) Given the product [F:1][C:2]1[CH:10]=[CH:9][C:5]([C:6]([N:20]2[CH2:21][C@@H:22]([CH3:23])[C@H:18]([C:16](=[O:17])[C:15]3[CH:14]=[CH:13][C:12]([F:11])=[CH:25][CH:24]=3)[CH2:19]2)=[O:7])=[CH:4][CH:3]=1, predict the reactants needed to synthesize it. The reactants are: [F:1][C:2]1[CH:10]=[CH:9][C:5]([C:6](Cl)=[O:7])=[CH:4][CH:3]=1.[F:11][C:12]1[CH:25]=[CH:24][C:15]([C:16]([C@H:18]2[C@H:22]([CH3:23])[CH2:21][NH:20][CH2:19]2)=[O:17])=[CH:14][CH:13]=1.C(N(CC)CC)C. (3) Given the product [C:5]([O:9][C:10]([N:12]1[CH2:17][CH2:16][CH:15]([N:18]([C:20]2([CH:22]3[CH2:26][CH2:25][N:24]([CH2:27][C:28]4[CH:33]=[CH:32][CH:31]=[CH:30][CH:29]=4)[CH2:23]3)[CH2:2][CH2:1]2)[CH3:19])[CH2:14][CH2:13]1)=[O:11])([CH3:8])([CH3:7])[CH3:6], predict the reactants needed to synthesize it. The reactants are: [CH2:1]([Mg]Br)[CH3:2].[C:5]([O:9][C:10]([N:12]1[CH2:17][CH2:16][CH:15]([N:18]([C:20]([CH:22]2[CH2:26][CH2:25][N:24]([CH2:27][C:28]3[CH:33]=[CH:32][CH:31]=[CH:30][CH:29]=3)[CH2:23]2)=O)[CH3:19])[CH2:14][CH2:13]1)=[O:11])([CH3:8])([CH3:7])[CH3:6]. (4) Given the product [CH3:39][S:40]([O:32][CH2:31][CH2:30][O:29][C:28]1[CH:27]=[C:26]([F:36])[C:25]([CH2:24][S:23][C:14]2[N:15]([C:16]3[CH:21]=[CH:20][C:19]([F:22])=[CH:18][CH:17]=3)[C:11]([C:8]([C:5]3[CH:6]=[CH:7][C:2]([Cl:1])=[C:3]([O:37][CH3:38])[CH:4]=3)([CH3:10])[CH3:9])=[CH:12][N:13]=2)=[C:34]([F:35])[CH:33]=1)(=[O:42])=[O:41], predict the reactants needed to synthesize it. The reactants are: [Cl:1][C:2]1[CH:7]=[CH:6][C:5]([C:8]([C:11]2[N:15]([C:16]3[CH:21]=[CH:20][C:19]([F:22])=[CH:18][CH:17]=3)[C:14]([S:23][CH2:24][C:25]3[C:34]([F:35])=[CH:33][C:28]([O:29][CH2:30][CH2:31][OH:32])=[CH:27][C:26]=3[F:36])=[N:13][CH:12]=2)([CH3:10])[CH3:9])=[CH:4][C:3]=1[O:37][CH3:38].[CH3:39][S:40](Cl)(=[O:42])=[O:41].C(NC(C)C)(C)C.